Task: Predict which catalyst facilitates the given reaction.. Dataset: Catalyst prediction with 721,799 reactions and 888 catalyst types from USPTO Reactant: Br[C:2]1[CH:3]=[CH:4][C:5]2[O:9][N:8]=[C:7]([C:10]3[CH:15]=[CH:14][CH:13]=[CH:12][CH:11]=3)[C:6]=2[CH:16]=1.[F:17][C:18]1[CH:23]=[CH:22][C:21]([C:24]2[O:25][C:26]3[CH:36]=[C:35]([N:37]([CH3:42])[S:38]([CH3:41])(=[O:40])=[O:39])[C:34](B4OC(C)(C)C(C)(C)O4)=[CH:33][C:27]=3[C:28]=2[C:29]([NH:31][CH3:32])=[O:30])=[CH:20][CH:19]=1.C(Cl)Cl.CO. Product: [F:17][C:18]1[CH:23]=[CH:22][C:21]([C:24]2[O:25][C:26]3[CH:36]=[C:35]([N:37]([CH3:42])[S:38]([CH3:41])(=[O:39])=[O:40])[C:34]([C:2]4[CH:3]=[CH:4][C:5]5[O:9][N:8]=[C:7]([C:10]6[CH:15]=[CH:14][CH:13]=[CH:12][CH:11]=6)[C:6]=5[CH:16]=4)=[CH:33][C:27]=3[C:28]=2[C:29]([NH:31][CH3:32])=[O:30])=[CH:20][CH:19]=1. The catalyst class is: 117.